This data is from Full USPTO retrosynthesis dataset with 1.9M reactions from patents (1976-2016). The task is: Predict the reactants needed to synthesize the given product. Given the product [C:1]([O:5][C:6](=[O:21])[CH2:7][O:8][C:9]1[C:14]2[CH2:15][CH2:16][CH2:17][CH2:18][CH:19]([NH:20][S:38]([C:35]3[CH:36]=[CH:37][C:32]([I:31])=[CH:33][CH:34]=3)(=[O:40])=[O:39])[C:13]=2[CH:12]=[CH:11][CH:10]=1)([CH3:4])([CH3:2])[CH3:3], predict the reactants needed to synthesize it. The reactants are: [C:1]([O:5][C:6](=[O:21])[CH2:7][O:8][C:9]1[C:14]2[CH2:15][CH2:16][CH2:17][CH2:18][CH:19]([NH2:20])[C:13]=2[CH:12]=[CH:11][CH:10]=1)([CH3:4])([CH3:3])[CH3:2].C(N(C(C)C)CC)(C)C.[I:31][C:32]1[CH:37]=[CH:36][C:35]([S:38](Cl)(=[O:40])=[O:39])=[CH:34][CH:33]=1.